Dataset: Peptide-MHC class II binding affinity with 134,281 pairs from IEDB. Task: Regression. Given a peptide amino acid sequence and an MHC pseudo amino acid sequence, predict their binding affinity value. This is MHC class II binding data. (1) The peptide sequence is VEDLKRPGVSRELLS. The MHC is DRB1_0101 with pseudo-sequence DRB1_0101. The binding affinity (normalized) is 0.516. (2) The peptide sequence is IKHIYAISSAALSAS. The MHC is DRB1_0701 with pseudo-sequence DRB1_0701. The binding affinity (normalized) is 0.598. (3) The peptide sequence is DESWQQFRQELIPLL. The MHC is HLA-DPA10201-DPB11401 with pseudo-sequence HLA-DPA10201-DPB11401. The binding affinity (normalized) is 0.285. (4) The peptide sequence is GIAGFKGEQGPKGETG. The MHC is H-2-IAq with pseudo-sequence H-2-IAq. The binding affinity (normalized) is 0.